From a dataset of Ames mutagenicity test results for genotoxicity prediction. Regression/Classification. Given a drug SMILES string, predict its toxicity properties. Task type varies by dataset: regression for continuous values (e.g., LD50, hERG inhibition percentage) or binary classification for toxic/non-toxic outcomes (e.g., AMES mutagenicity, cardiotoxicity, hepatotoxicity). Dataset: ames. (1) The molecule is O=[N+]([O-])c1cccc2c1-c1cccc3c([N+](=O)[O-])ccc-2c13. The result is 1 (mutagenic). (2) The compound is ClNc1ccc2c(c1)Cc1ccccc1-2. The result is 1 (mutagenic). (3) The molecule is C/C(C=O)=C/c1ccccc1. The result is 0 (non-mutagenic). (4) The compound is O=[N+]([O-])c1ccc(/C=N/c2snc3ccccc23)cc1. The result is 1 (mutagenic). (5) The compound is CCn1c(N)nc2c3cccnc3ccc21. The result is 1 (mutagenic). (6) The drug is CC(=O)OC[C@H](O)CO. The result is 1 (mutagenic).